From a dataset of Reaction yield outcomes from USPTO patents with 853,638 reactions. Predict the reaction yield, written as a fraction of the theoretical maximum amount of product (1.0 means a 100% yield; for example, 0.34 means a 34% yield). (1) The reactants are C(N(C(C)C)CC)(C)C.Cl.[CH3:11][O:12][C:13](=[O:20])[C@H:14]([CH2:16][CH2:17][S:18][CH3:19])[NH2:15].[S:21]1[C:25]2[CH:26]=[CH:27][CH:28]=[CH:29][C:24]=2[CH:23]=[C:22]1[C:30]1[O:34][C:33](=[O:35])[C:32]2([CH2:40][CH2:39][CH2:38][CH2:37][CH2:36]2)[N:31]=1. The catalyst is C1(C)C=CC=CC=1. The product is [CH3:11][O:12][C:13](=[O:20])[C@H:14]([CH2:16][CH2:17][S:18][CH3:19])[NH:15][C:33]([C:32]1([NH:31][C:30]([C:22]2[S:21][C:25]3[CH:26]=[CH:27][CH:28]=[CH:29][C:24]=3[CH:23]=2)=[O:34])[CH2:36][CH2:37][CH2:38][CH2:39][CH2:40]1)=[O:35]. The yield is 0.860. (2) The reactants are [CH2:1]([O:3][C:4]1[CH:11]=[CH:10][C:7]([CH:8]=O)=[CH:6][CH:5]=1)[CH3:2].[CH:12]1([NH:17][OH:18])[CH2:16][CH2:15][CH2:14][CH2:13]1.O.C1(C)C=CC(S(O)(=O)=O)=CC=1. The catalyst is C1(C)C=CC=CC=1. The product is [CH2:1]([O:3][C:4]1[CH:11]=[CH:10][C:7]([CH:8]=[N+:17]([CH:12]2[CH2:16][CH2:15][CH2:14][CH2:13]2)[O-:18])=[CH:6][CH:5]=1)[CH3:2]. The yield is 0.651.